Dataset: Merck oncology drug combination screen with 23,052 pairs across 39 cell lines. Task: Regression. Given two drug SMILES strings and cell line genomic features, predict the synergy score measuring deviation from expected non-interaction effect. Drug 1: CCN(CC)CCNC(=O)c1c(C)[nH]c(C=C2C(=O)Nc3ccc(F)cc32)c1C. Drug 2: C#Cc1cccc(Nc2ncnc3cc(OCCOC)c(OCCOC)cc23)c1. Cell line: UWB1289BRCA1. Synergy scores: synergy=18.6.